Dataset: Full USPTO retrosynthesis dataset with 1.9M reactions from patents (1976-2016). Task: Predict the reactants needed to synthesize the given product. (1) Given the product [CH:1]1([CH:7]([NH:20][C:21]2[CH:22]=[CH:23][C:24]([C:25]([NH:31][CH2:32][CH2:33][C:34]([OH:36])=[O:35])=[O:26])=[CH:28][CH:29]=2)[C:8]2[CH:12]=[C:11]([C:13]3[CH:18]=[CH:17][CH:16]=[CH:15][CH:14]=3)[S:10][C:9]=2[CH3:19])[CH2:6][CH2:5][CH2:4][CH2:3][CH2:2]1, predict the reactants needed to synthesize it. The reactants are: [CH:1]1([CH:7]([NH:20][C:21]2[CH:29]=[CH:28][C:24]([C:25](O)=[O:26])=[CH:23][CH:22]=2)[C:8]2[CH:12]=[C:11]([C:13]3[CH:18]=[CH:17][CH:16]=[CH:15][CH:14]=3)[S:10][C:9]=2[CH3:19])[CH2:6][CH2:5][CH2:4][CH2:3][CH2:2]1.Cl.[NH2:31][CH2:32][CH2:33][C:34]([O:36]CC)=[O:35].O.ON1C2C=CC=CC=2N=N1.Cl.C(N=C=NCCCN(C)C)C.Cl.[OH-].[Na+]. (2) Given the product [CH3:13][N:12]([CH3:14])[C:2]1[CH:7]=[C:6]([CH3:8])[C:5]([N+:9]([O-:11])=[O:10])=[CH:4][N:3]=1, predict the reactants needed to synthesize it. The reactants are: Cl[C:2]1[CH:7]=[C:6]([CH3:8])[C:5]([N+:9]([O-:11])=[O:10])=[CH:4][N:3]=1.[NH:12]([CH3:14])[CH3:13]. (3) Given the product [NH2:36][C@@H:33]1[CH2:34][CH2:35][N:31]([CH2:30][C:3]2[C:2]([Cl:1])=[C:11]3[C:6]([C:7](=[O:25])[N:8]([CH2:12][C:13]4[CH:18]=[C:17]([Cl:19])[CH:16]=[CH:15][C:14]=4[S:20]([CH2:23][CH3:24])(=[O:22])=[O:21])[CH:9]=[N:10]3)=[CH:5][C:4]=2[C:26]([F:27])([F:28])[F:29])[CH2:32]1, predict the reactants needed to synthesize it. The reactants are: [Cl:1][C:2]1[C:3]([CH2:30][N:31]2[CH2:35][CH2:34][C@@H:33]([NH:36]C(=O)OC(C)(C)C)[CH2:32]2)=[C:4]([C:26]([F:29])([F:28])[F:27])[CH:5]=[C:6]2[C:11]=1[N:10]=[CH:9][N:8]([CH2:12][C:13]1[CH:18]=[C:17]([Cl:19])[CH:16]=[CH:15][C:14]=1[S:20]([CH2:23][CH3:24])(=[O:22])=[O:21])[C:7]2=[O:25].Cl.C(S(N1C=CC=C1CN)(=O)=O)C. (4) Given the product [C:37]([O:36][C:34]([NH:33][C:31](=[NH:32])[C:29]1[S:28][C:27]([S:41][CH3:42])=[C:26]([S:23]([C:19]2[CH:18]=[C:17]([C:11]3[C:12]([CH3:16])=[CH:13][CH:14]=[CH:15][C:10]=3[NH:9][C:8]([CH2:7][CH2:6][CH2:5][CH2:4][C:3]([OH:44])=[O:2])=[O:43])[CH:22]=[CH:21][CH:20]=2)(=[O:25])=[O:24])[CH:30]=1)=[O:35])([CH3:40])([CH3:38])[CH3:39], predict the reactants needed to synthesize it. The reactants are: C[O:2][C:3](=[O:44])[CH2:4][CH2:5][CH2:6][CH2:7][C:8](=[O:43])[NH:9][C:10]1[CH:15]=[CH:14][CH:13]=[C:12]([CH3:16])[C:11]=1[C:17]1[CH:22]=[CH:21][CH:20]=[C:19]([S:23]([C:26]2[CH:30]=[C:29]([C:31]([NH:33][C:34]([O:36][C:37]([CH3:40])([CH3:39])[CH3:38])=[O:35])=[NH:32])[S:28][C:27]=2[S:41][CH3:42])(=[O:25])=[O:24])[CH:18]=1.[Li+].[OH-].CO.